This data is from Reaction yield outcomes from USPTO patents with 853,638 reactions. The task is: Predict the reaction yield, written as a fraction of the theoretical maximum amount of product (1.0 means a 100% yield; for example, 0.34 means a 34% yield). (1) The catalyst is C1COCC1. The reactants are [C:1]([O:6][CH2:7][CH:8]1[O:10][CH2:9]1)(=[O:5])[CH2:2][CH2:3][CH3:4].CC(O)=O.O.C(OCC1C=CC=CC=1)[C@@H]1OC1. The yield is 0.440. The product is [C:1]([O:6][CH2:7][C@H:8]1[O:10][CH2:9]1)(=[O:5])[CH2:2][CH2:3][CH3:4]. (2) The reactants are [CH3:1][N:2]([CH2:13][C:14]1[NH:18][C:17]2[CH:19]=[CH:20][CH:21]=[C:22]([C:23]([O:25]C)=[O:24])[C:16]=2[N:15]=1)[CH:3]1[C:12]2[N:11]=[CH:10][CH:9]=[CH:8][C:7]=2[CH2:6][CH2:5][CH2:4]1.O1CCCC1.[OH-].[Li+]. The catalyst is CO. The product is [CH3:1][N:2]([CH2:13][C:14]1[NH:18][C:17]2[CH:19]=[CH:20][CH:21]=[C:22]([C:23]([OH:25])=[O:24])[C:16]=2[N:15]=1)[CH:3]1[C:12]2[N:11]=[CH:10][CH:9]=[CH:8][C:7]=2[CH2:6][CH2:5][CH2:4]1. The yield is 0.840. (3) The reactants are C[O:2][C:3](=O)[C:4]([NH:6][C:7]1[CH:8]=[C:9]([CH:14]=[CH:15][CH:16]=1)[C:10]([O:12][CH3:13])=[O:11])=[O:5].O.[NH2:19][NH2:20]. The catalyst is CO. The product is [NH:19]([C:3](=[O:2])[C:4]([NH:6][C:7]1[CH:8]=[C:9]([CH:14]=[CH:15][CH:16]=1)[C:10]([O:12][CH3:13])=[O:11])=[O:5])[NH2:20]. The yield is 0.820.